This data is from CYP3A4 inhibition data for predicting drug metabolism from PubChem BioAssay. The task is: Regression/Classification. Given a drug SMILES string, predict its absorption, distribution, metabolism, or excretion properties. Task type varies by dataset: regression for continuous measurements (e.g., permeability, clearance, half-life) or binary classification for categorical outcomes (e.g., BBB penetration, CYP inhibition). Dataset: cyp3a4_veith. (1) The drug is COc1ccc(C(=O)Nc2ccc(S(=O)(=O)N3CCOCC3)cc2)cc1OC. The result is 0 (non-inhibitor). (2) The compound is C[C@H](CC(=O)O)C(C(=O)O)C(=O)O. The result is 0 (non-inhibitor).